Dataset: Full USPTO retrosynthesis dataset with 1.9M reactions from patents (1976-2016). Task: Predict the reactants needed to synthesize the given product. The reactants are: CC([O-])(C)C.[Na+].[C:7]1(I)[CH:12]=[CH:11][CH:10]=[CH:9][CH:8]=1.[SH:14][C:15]([CH3:18])([CH3:17])[CH3:16]. Given the product [C:7]1([S:14][C:15]([CH3:18])([CH3:17])[CH3:16])[CH:12]=[CH:11][CH:10]=[CH:9][CH:8]=1, predict the reactants needed to synthesize it.